This data is from NCI-60 drug combinations with 297,098 pairs across 59 cell lines. The task is: Regression. Given two drug SMILES strings and cell line genomic features, predict the synergy score measuring deviation from expected non-interaction effect. (1) Drug 1: C1=NC2=C(N=C(N=C2N1C3C(C(C(O3)CO)O)F)Cl)N. Drug 2: C1C(C(OC1N2C=NC(=NC2=O)N)CO)O. Cell line: IGROV1. Synergy scores: CSS=0.540, Synergy_ZIP=-0.424, Synergy_Bliss=0.865, Synergy_Loewe=-0.0439, Synergy_HSA=0.155. (2) Drug 1: CC1=C2C(C(=O)C3(C(CC4C(C3C(C(C2(C)C)(CC1OC(=O)C(C(C5=CC=CC=C5)NC(=O)OC(C)(C)C)O)O)OC(=O)C6=CC=CC=C6)(CO4)OC(=O)C)O)C)O. Drug 2: COCCOC1=C(C=C2C(=C1)C(=NC=N2)NC3=CC=CC(=C3)C#C)OCCOC.Cl. Cell line: A549. Synergy scores: CSS=34.5, Synergy_ZIP=1.96, Synergy_Bliss=9.65, Synergy_Loewe=7.39, Synergy_HSA=10.0. (3) Drug 1: CNC(=O)C1=NC=CC(=C1)OC2=CC=C(C=C2)NC(=O)NC3=CC(=C(C=C3)Cl)C(F)(F)F. Drug 2: CC1=C(C(=O)C2=C(C1=O)N3CC4C(C3(C2COC(=O)N)OC)N4)N. Cell line: OVCAR-5. Synergy scores: CSS=35.3, Synergy_ZIP=0.723, Synergy_Bliss=1.92, Synergy_Loewe=-30.4, Synergy_HSA=3.72. (4) Drug 1: CN(C)C(=N)N=C(N)N. Drug 2: CC1CCC2CC(C(=CC=CC=CC(CC(C(=O)C(C(C(=CC(C(=O)CC(OC(=O)C3CCCCN3C(=O)C(=O)C1(O2)O)C(C)CC4CCC(C(C4)OC)OP(=O)(C)C)C)C)O)OC)C)C)C)OC. Cell line: NCI-H460. Synergy scores: CSS=3.36, Synergy_ZIP=-2.75, Synergy_Bliss=-3.13, Synergy_Loewe=-0.357, Synergy_HSA=-0.391. (5) Drug 1: CC(C)CN1C=NC2=C1C3=CC=CC=C3N=C2N. Drug 2: B(C(CC(C)C)NC(=O)C(CC1=CC=CC=C1)NC(=O)C2=NC=CN=C2)(O)O. Cell line: COLO 205. Synergy scores: CSS=55.9, Synergy_ZIP=-7.46, Synergy_Bliss=-12.9, Synergy_Loewe=-19.2, Synergy_HSA=-9.39. (6) Drug 1: CC1=C2C(C(=O)C3(C(CC4C(C3C(C(C2(C)C)(CC1OC(=O)C(C(C5=CC=CC=C5)NC(=O)C6=CC=CC=C6)O)O)OC(=O)C7=CC=CC=C7)(CO4)OC(=O)C)O)C)OC(=O)C. Drug 2: COC1=C2C(=CC3=C1OC=C3)C=CC(=O)O2. Cell line: SW-620. Synergy scores: CSS=49.1, Synergy_ZIP=-1.06, Synergy_Bliss=-4.05, Synergy_Loewe=-55.9, Synergy_HSA=-5.71. (7) Drug 1: CC1=C(C(CCC1)(C)C)C=CC(=CC=CC(=CC(=O)O)C)C. Drug 2: CCN(CC)CCNC(=O)C1=C(NC(=C1C)C=C2C3=C(C=CC(=C3)F)NC2=O)C. Cell line: SK-MEL-28. Synergy scores: CSS=-1.86, Synergy_ZIP=2.17, Synergy_Bliss=-1.53, Synergy_Loewe=-10.5, Synergy_HSA=-11.7. (8) Drug 1: C1=NC2=C(N1)C(=S)N=C(N2)N. Drug 2: CC=C1C(=O)NC(C(=O)OC2CC(=O)NC(C(=O)NC(CSSCCC=C2)C(=O)N1)C(C)C)C(C)C. Cell line: MDA-MB-231. Synergy scores: CSS=58.9, Synergy_ZIP=1.79, Synergy_Bliss=2.78, Synergy_Loewe=0.527, Synergy_HSA=4.29. (9) Drug 2: CCC1=C2CN3C(=CC4=C(C3=O)COC(=O)C4(CC)O)C2=NC5=C1C=C(C=C5)O. Cell line: SR. Synergy scores: CSS=77.1, Synergy_ZIP=2.91, Synergy_Bliss=2.96, Synergy_Loewe=1.14, Synergy_HSA=5.98. Drug 1: CN1C(=O)N2C=NC(=C2N=N1)C(=O)N. (10) Drug 1: C1=C(C(=O)NC(=O)N1)N(CCCl)CCCl. Drug 2: C1C(C(OC1N2C=C(C(=O)NC2=O)F)CO)O. Cell line: HCT116. Synergy scores: CSS=50.6, Synergy_ZIP=-1.69, Synergy_Bliss=-0.996, Synergy_Loewe=0.709, Synergy_HSA=4.50.